From a dataset of PAMPA (Parallel Artificial Membrane Permeability Assay) permeability data from NCATS. Regression/Classification. Given a drug SMILES string, predict its absorption, distribution, metabolism, or excretion properties. Task type varies by dataset: regression for continuous measurements (e.g., permeability, clearance, half-life) or binary classification for categorical outcomes (e.g., BBB penetration, CYP inhibition). Dataset: pampa_ncats. (1) The molecule is C1=CC=C(C=C1)CCC(=O)NC(C2=CC=CS2)C3=CC(=C4C=CC=NC4=C3O)Cl. The result is 1 (high permeability). (2) The molecule is C1=CC=C2C(=C1)/C(=C\C3=CC=C(C=C3)[N+](=O)[O-])/C(=O)N2. The result is 1 (high permeability). (3) The compound is CCOC(=O)C1=CSC(=N1)NC(=O)C2=C(C=NC=C2)NS(=O)(=O)C3=CC=C(C=C3)C. The result is 1 (high permeability). (4) The molecule is CC1=CC(=C(N1C2=CC=C(C=C2)[N+](=O)[O-])C)C3=NN=C4N3CCCCC4. The result is 1 (high permeability).